Dataset: Full USPTO retrosynthesis dataset with 1.9M reactions from patents (1976-2016). Task: Predict the reactants needed to synthesize the given product. (1) Given the product [CH3:1][N:2]([CH2:11][CH2:10][C:9]([OH:13])=[O:12])[C:3]1[CH:8]=[CH:7][CH:6]=[CH:5][CH:4]=1.[CH3:1][N:2]([CH2:16][CH2:15][C:14]([OH:18])=[O:17])[C:3]1[CH:8]=[CH:7][CH:6]=[CH:5][CH:4]=1.[CH3:1][N:2]([CH2:21][CH2:20][C:19]([OH:23])=[O:22])[C:3]1[CH:8]=[CH:7][CH:6]=[CH:5][CH:4]=1.[CH2:24]([C:26]([CH2:31][OH:32])([CH2:29][OH:30])[CH2:27][CH3:28])[OH:25], predict the reactants needed to synthesize it. The reactants are: [CH3:1][NH:2][C:3]1[CH:8]=[CH:7][CH:6]=[CH:5][CH:4]=1.[C:9]([OH:13])(=[O:12])[CH:10]=[CH2:11].[C:14]([OH:18])(=[O:17])[CH:15]=[CH2:16].[C:19]([OH:23])(=[O:22])[CH:20]=[CH2:21].[CH2:24]([C:26]([CH2:31][OH:32])([CH2:29][OH:30])[CH2:27][CH3:28])[OH:25].C([O-])(=O)C=C. (2) Given the product [NH2:28][CH2:27][CH2:26][O:25][C:24]1[CH:23]=[C:22]([NH:21][C:2]2[N:7]=[C:6]([NH:8][C:9]3[CH:14]=[CH:13][CH:12]=[CH:11][C:10]=3[NH:15][S:16]([CH3:19])(=[O:18])=[O:17])[C:5]([F:20])=[CH:4][N:3]=2)[CH:38]=[CH:37][CH:36]=1, predict the reactants needed to synthesize it. The reactants are: Cl[C:2]1[N:7]=[C:6]([NH:8][C:9]2[CH:14]=[CH:13][CH:12]=[CH:11][C:10]=2[NH:15][S:16]([CH3:19])(=[O:18])=[O:17])[C:5]([F:20])=[CH:4][N:3]=1.[NH2:21][C:22]1[CH:23]=[C:24]([CH:36]=[CH:37][CH:38]=1)[O:25][CH2:26][CH2:27][NH:28]C(=O)OC(C)(C)C. (3) Given the product [CH3:24][O:23][C:21]([CH:17]1[CH2:18][CH2:19][CH2:20][CH:15]([NH:14][C:12]([C:3]2[CH:4]=[C:5]([CH:10]=[CH:11][C:2]=2[O:1][CH2:26][CH2:27][CH2:28][C:29]2[CH:34]=[CH:33][C:32]([CH2:35][CH2:36][CH2:37][CH2:38][CH2:39][O:40][C:41]3[CH:42]=[CH:43][CH:44]=[CH:45][CH:46]=3)=[CH:31][CH:30]=2)[C:6]([O:8][CH3:9])=[O:7])=[O:13])[CH2:16]1)=[O:22], predict the reactants needed to synthesize it. The reactants are: [OH:1][C:2]1[CH:11]=[CH:10][C:5]([C:6]([O:8][CH3:9])=[O:7])=[CH:4][C:3]=1[C:12]([NH:14][CH:15]1[CH2:20][CH2:19][CH2:18][CH:17]([C:21]([O:23][CH3:24])=[O:22])[CH2:16]1)=[O:13].I[CH2:26][CH2:27][CH2:28][C:29]1[CH:34]=[CH:33][C:32]([CH2:35][CH2:36][CH2:37][CH2:38][CH2:39][O:40][C:41]2[CH:46]=[CH:45][CH:44]=[CH:43][CH:42]=2)=[CH:31][CH:30]=1. (4) Given the product [C:1]([C:5]1[CH:31]=[CH:30][CH:29]=[CH:28][C:6]=1[O:7][C:8]1[C:13]([NH:14][C:15]2[S:19][N:18]=[C:17]([CH2:20][S:21]([C:22]3[CH:23]=[CH:24][CH:25]=[CH:26][CH:27]=3)=[O:34])[N:16]=2)=[CH:12][CH:11]=[CH:10][N:9]=1)([CH3:4])([CH3:2])[CH3:3], predict the reactants needed to synthesize it. The reactants are: [C:1]([C:5]1[CH:31]=[CH:30][CH:29]=[CH:28][C:6]=1[O:7][C:8]1[C:13]([NH:14][C:15]2[S:19][N:18]=[C:17]([CH2:20][S:21][C:22]3[CH:27]=[CH:26][CH:25]=[CH:24][CH:23]=3)[N:16]=2)=[CH:12][CH:11]=[CH:10][N:9]=1)([CH3:4])([CH3:3])[CH3:2].C(OO)(=[O:34])C. (5) The reactants are: [Br:1][C:2]1[CH:3]=[C:4]([CH:8](O)[CH3:9])[CH:5]=[N:6][CH:7]=1.P(Br)(Br)[Br:12].C([O-])(O)=O.[Na+]. Given the product [Br:1][C:2]1[CH:7]=[N:6][CH:5]=[C:4]([CH:8]([Br:12])[CH3:9])[CH:3]=1, predict the reactants needed to synthesize it.